From a dataset of Forward reaction prediction with 1.9M reactions from USPTO patents (1976-2016). Predict the product of the given reaction. (1) Given the reactants [CH3:1][N:2]([CH3:27])[C@@H:3]1[CH2:7][CH2:6][N:5]([C:8]([NH:10][C:11]2[CH:16]=[C:15]([O:17][C:18]3[CH:19]=[N:20][C:21]([N+:24]([O-])=O)=[CH:22][CH:23]=3)[CH:14]=[CH:13][N:12]=2)=[O:9])[CH2:4]1.[NH4+].[Cl-], predict the reaction product. The product is: [NH2:24][C:21]1[N:20]=[CH:19][C:18]([O:17][C:15]2[CH:14]=[CH:13][N:12]=[C:11]([NH:10][C:8]([N:5]3[CH2:6][CH2:7][C@@H:3]([N:2]([CH3:27])[CH3:1])[CH2:4]3)=[O:9])[CH:16]=2)=[CH:23][CH:22]=1. (2) Given the reactants [NH2:1][C:2]1[CH:3]=[C:4]2[C:20](=[O:21])[NH:19][N:18]=[CH:17][C:6]3=[C:7]([C:11]4[CH:16]=[CH:15][CH:14]=[CH:13][CH:12]=4)[NH:8][C:9]([CH:10]=1)=[C:5]23.[O:22]([CH2:29][C:30](O)=[O:31])[C:23]1[CH:28]=[CH:27][CH:26]=[CH:25][CH:24]=1.C(N(CC)CC)C.F[P-](F)(F)(F)(F)F.N1(OC(N(C)C)=[N+](C)C)C2N=CC=CC=2N=N1, predict the reaction product. The product is: [O:21]=[C:20]1[C:4]2[C:5]3[C:6](=[C:7]([C:11]4[CH:12]=[CH:13][CH:14]=[CH:15][CH:16]=4)[NH:8][C:9]=3[CH:10]=[C:2]([NH:1][C:30](=[O:31])[CH2:29][O:22][C:23]3[CH:28]=[CH:27][CH:26]=[CH:25][CH:24]=3)[CH:3]=2)[CH:17]=[N:18][NH:19]1. (3) Given the reactants [NH2:1][C:2]1[CH:3]=[C:4]2[C:8](=[CH:9][C:10]=1[NH2:11])[N:7]([CH2:12][CH2:13][S:14][CH2:15][CH3:16])[C:6](=[O:17])[C:5]2([CH3:19])[CH3:18].CS[C:22](SC)=[N:23][C:24](=[O:31])[C:25]1[CH:30]=[CH:29][CH:28]=[CH:27][CH:26]=1, predict the reaction product. The product is: [CH2:15]([S:14][CH2:13][CH2:12][N:7]1[C:8]2[CH:9]=[C:10]3[NH:11][C:22]([NH:23][C:24](=[O:31])[C:25]4[CH:30]=[CH:29][CH:28]=[CH:27][CH:26]=4)=[N:1][C:2]3=[CH:3][C:4]=2[C:5]([CH3:18])([CH3:19])[C:6]1=[O:17])[CH3:16]. (4) Given the reactants [F:1][C:2]([F:18])([F:17])[C:3]1[CH:4]=[CH:5][C:6]([O:9][C:10]2[CH:15]=[CH:14][C:13]([OH:16])=[CH:12][CH:11]=2)=[N:7][CH:8]=1.Br[CH:20]([CH3:26])[C:21]([O:23][CH2:24][CH3:25])=[O:22].C(=O)([O-])[O-].[K+].[K+], predict the reaction product. The product is: [F:18][C:2]([F:1])([F:17])[C:3]1[CH:4]=[CH:5][C:6]([O:9][C:10]2[CH:11]=[CH:12][C:13]([O:16][CH:20]([CH3:26])[C:21]([O:23][CH2:24][CH3:25])=[O:22])=[CH:14][CH:15]=2)=[N:7][CH:8]=1. (5) Given the reactants [Cl:1][C:2]1[C:10]([F:11])=[CH:9][CH:8]=[CH:7][C:3]=1[C:4]([OH:6])=O.[O:12]1[CH2:17][CH2:16][CH:15]([CH:18]([C:21]2[CH:22]=[N:23][C:24]([C:27]([F:30])([F:29])[F:28])=[N:25][CH:26]=2)[CH2:19][NH2:20])[CH2:14][CH2:13]1, predict the reaction product. The product is: [Cl:1][C:2]1[C:10]([F:11])=[CH:9][CH:8]=[CH:7][C:3]=1[C:4]([NH:20][CH2:19][CH:18]([CH:15]1[CH2:16][CH2:17][O:12][CH2:13][CH2:14]1)[C:21]1[CH:22]=[N:23][C:24]([C:27]([F:29])([F:30])[F:28])=[N:25][CH:26]=1)=[O:6].